Dataset: Full USPTO retrosynthesis dataset with 1.9M reactions from patents (1976-2016). Task: Predict the reactants needed to synthesize the given product. (1) Given the product [CH3:1][NH:2][S:12]([C:8]1[CH:9]=[CH:10][CH:11]=[C:6]([CH3:16])[CH:7]=1)(=[O:14])=[O:13], predict the reactants needed to synthesize it. The reactants are: [CH3:1][NH2:2].C(O)C.[C:6]1([CH3:16])[CH:11]=[CH:10][CH:9]=[C:8]([S:12](Cl)(=[O:14])=[O:13])[CH:7]=1. (2) Given the product [CH3:1][C:2]1[S:3][C:4]2[C:13]3[C@@H:12]([CH2:14][CH2:15][NH:16][C:17](=[O:19])[CH3:18])[CH2:11][CH2:10][C:9]=3[CH:8]=[CH:7][C:5]=2[N:6]=1, predict the reactants needed to synthesize it. The reactants are: [CH3:1][C:2]1[S:3][C:4]2[C:13]3[CH:12]([CH2:14][CH2:15][NH:16][C:17](=[O:19])[CH3:18])[CH2:11][CH2:10][C:9]=3[CH:8]=[CH:7][C:5]=2[N:6]=1.